This data is from Reaction yield outcomes from USPTO patents with 853,638 reactions. The task is: Predict the reaction yield, written as a fraction of the theoretical maximum amount of product (1.0 means a 100% yield; for example, 0.34 means a 34% yield). (1) The reactants are [NH:1](C(OCC1C=CC=CC=1)=O)[C@@H:2]([C:13]([NH:15][C@H:16]([C:29]([NH:31][C@H:32]([C:36]([O:38][CH3:39])=[O:37])[C@@H:33]([CH3:35])[OH:34])=[O:30])[CH2:17][CH2:18][CH2:19][CH2:20][NH:21][C:22]([O:24][C:25]([CH3:28])([CH3:27])[CH3:26])=[O:23])=[O:14])[CH2:3][C:4]1[C:12]2[C:7](=[CH:8][CH:9]=[CH:10][CH:11]=2)[NH:6][CH:5]=1. The catalyst is CO. The product is [NH2:1][C@@H:2]([C:13]([NH:15][C@H:16]([C:29]([NH:31][C@H:32]([C:36]([O:38][CH3:39])=[O:37])[C@@H:33]([CH3:35])[OH:34])=[O:30])[CH2:17][CH2:18][CH2:19][CH2:20][NH:21][C:22]([O:24][C:25]([CH3:27])([CH3:28])[CH3:26])=[O:23])=[O:14])[CH2:3][C:4]1[C:12]2[C:7](=[CH:8][CH:9]=[CH:10][CH:11]=2)[NH:6][CH:5]=1. The yield is 0.980. (2) The reactants are [F:1][C:2]1[CH:3]=[C:4]([C:10]2[C:11]([C:17]3[CH:22]=[CH:21][C:20]([O:23][CH3:24])=[CH:19][CH:18]=3)=[CH:12][C:13](=[O:16])[NH:14][N:15]=2)[CH:5]=[CH:6][C:7]=1[O:8][CH3:9].[Cl:25][C:26]1[CH:35]=[CH:34][C:29]([CH:30]=[CH:31][CH2:32]Cl)=[CH:28][CH:27]=1. No catalyst specified. The product is [Cl:25][C:26]1[CH:35]=[CH:34][C:29]([CH:30]=[CH:31][CH2:32][N:14]2[C:13](=[O:16])[CH:12]=[C:11]([C:17]3[CH:18]=[CH:19][C:20]([O:23][CH3:24])=[CH:21][CH:22]=3)[C:10]([C:4]3[CH:5]=[CH:6][C:7]([O:8][CH3:9])=[C:2]([F:1])[CH:3]=3)=[N:15]2)=[CH:28][CH:27]=1. The yield is 0.725.